From a dataset of Full USPTO retrosynthesis dataset with 1.9M reactions from patents (1976-2016). Predict the reactants needed to synthesize the given product. Given the product [C:66]([C:33]1([NH:32][C:30](=[O:31])[O:29][C:25]([CH3:26])([CH3:27])[CH3:28])[CH2:34][CH2:35][N:36]([C:39]2[CH:44]=[CH:43][CH:42]=[C:41]([C:45]3[C:53]4[C:48](=[CH:49][N:50]=[C:51]([C:54]5[CH:55]=[N:56][CH:57]=[CH:58][CH:59]=5)[CH:52]=4)[N:47]([CH:60]4[CH2:65][CH2:64][CH2:63][CH2:62][O:61]4)[N:46]=3)[N:40]=2)[CH2:37][CH2:38]1)(=[O:68])[NH2:9], predict the reactants needed to synthesize it. The reactants are: F[P-](F)(F)(F)(F)F.C[N+:9](C)=C(N(C)C)ON1C2N=CC=CC=2N=N1.[C:25]([O:29][C:30]([NH:32][C:33]1([C:66]([OH:68])=O)[CH2:38][CH2:37][N:36]([C:39]2[CH:44]=[CH:43][CH:42]=[C:41]([C:45]3[C:53]4[C:48](=[CH:49][N:50]=[C:51]([C:54]5[CH:55]=[N:56][CH:57]=[CH:58][CH:59]=5)[CH:52]=4)[N:47]([CH:60]4[CH2:65][CH2:64][CH2:63][CH2:62][O:61]4)[N:46]=3)[N:40]=2)[CH2:35][CH2:34]1)=[O:31])([CH3:28])([CH3:27])[CH3:26].[Cl-].[NH4+].C(N(CC)C(C)C)(C)C.